This data is from Full USPTO retrosynthesis dataset with 1.9M reactions from patents (1976-2016). The task is: Predict the reactants needed to synthesize the given product. (1) Given the product [Cl:18][C:9]1[C:8]([N+:13]([O-:15])=[O:14])=[CH:7][C:6]([S:3]([CH2:1][CH3:2])(=[O:5])=[O:4])=[CH:11][N:10]=1, predict the reactants needed to synthesize it. The reactants are: [CH2:1]([S:3]([C:6]1[CH:7]=[C:8]([N+:13]([O-:15])=[O:14])[C:9](O)=[N:10][CH:11]=1)(=[O:5])=[O:4])[CH3:2].S(Cl)([Cl:18])=O. (2) Given the product [CH3:1][C:2]1[N:3]([CH2:29][C:30]([O:32][CH2:33][CH3:34])=[O:31])[C:4]2[CH2:5][C:6]([CH3:28])([CH3:27])[CH2:7][CH2:8][C:9]=2[C:10]=1[S:11][C:12]1[CH:13]=[CH:14][C:15]([S:18]([N:21]2[CH2:22][CH2:23][CH2:24][CH2:25]2)(=[O:20])=[O:19])=[CH:16][CH:17]=1, predict the reactants needed to synthesize it. The reactants are: [CH3:1][C:2]1[N:3]([CH2:29][C:30]([O:32][CH2:33][CH3:34])=[O:31])[C:4]2[CH2:5][C:6]([CH3:28])([CH3:27])[CH2:7][C:8](=O)[C:9]=2[C:10]=1[S:11][C:12]1[CH:17]=[CH:16][C:15]([S:18]([N:21]2[CH2:25][CH2:24][CH2:23][CH2:22]2)(=[O:20])=[O:19])=[CH:14][CH:13]=1.B.C1COCC1.C(O)C.C(OCC)(=O)C. (3) The reactants are: [OH:1][C:2]1[C:3]([CH3:19])=[C:4]2[C:9](=[C:10]([CH3:13])[C:11]=1[CH3:12])[O:8][C:7]([CH3:18])([C:14]([O:16]C)=[O:15])[CH2:6][CH2:5]2.[OH-].[Na+].S([O-])(O)(=O)=O.[K+]. Given the product [OH:1][C:2]1[C:3]([CH3:19])=[C:4]2[C:9](=[C:10]([CH3:13])[C:11]=1[CH3:12])[O:8][C:7]([CH3:18])([C:14]([OH:16])=[O:15])[CH2:6][CH2:5]2, predict the reactants needed to synthesize it. (4) The reactants are: [CH3:1][C:2]1[N:11]=[C:10]([N:12]([C:14]2[CH:19]=[CH:18][C:17]([N:20]([CH3:22])[CH3:21])=[CH:16][CH:15]=2)[CH3:13])[C:9]2[C:4](=[CH:5][CH:6]=[C:7]([N+:23]([O-])=O)[CH:8]=2)[N:3]=1. Given the product [NH2:23][C:7]1[CH:8]=[C:9]2[C:4](=[CH:5][CH:6]=1)[N:3]=[C:2]([CH3:1])[N:11]=[C:10]2[N:12]([C:14]1[CH:19]=[CH:18][C:17]([N:20]([CH3:21])[CH3:22])=[CH:16][CH:15]=1)[CH3:13], predict the reactants needed to synthesize it. (5) Given the product [C:33]([OH:38])(=[O:37])[C:34]([OH:36])=[O:35].[CH3:32][N:2]([CH3:1])[CH2:3][CH2:4][CH2:5][NH:6][C:7]([C:9]1[CH:10]=[C:11]([C:15]2[CH:20]=[CH:19][C:18]([CH2:21][S:22][CH2:23][CH2:24][O:25][C:26]3[CH:31]=[CH:30][CH:29]=[CH:28][CH:27]=3)=[CH:17][CH:16]=2)[CH:12]=[CH:13][CH:14]=1)=[O:8], predict the reactants needed to synthesize it. The reactants are: [CH3:1][N:2]([CH3:32])[CH2:3][CH2:4][CH2:5][NH:6][C:7]([C:9]1[CH:10]=[C:11]([C:15]2[CH:20]=[CH:19][C:18]([CH2:21][S:22][CH2:23][CH2:24][O:25][C:26]3[CH:31]=[CH:30][CH:29]=[CH:28][CH:27]=3)=[CH:17][CH:16]=2)[CH:12]=[CH:13][CH:14]=1)=[O:8].[C:33]([OH:38])(=[O:37])[C:34]([OH:36])=[O:35].CCOCC.